Dataset: Full USPTO retrosynthesis dataset with 1.9M reactions from patents (1976-2016). Task: Predict the reactants needed to synthesize the given product. (1) Given the product [O:1]=[C:2]1[N:11]([C:12]2[CH:13]=[C:14]([S:18]([N:21]3[C:30]4[C:25](=[CH:26][C:27]([C:31]([OH:33])=[O:32])=[CH:28][CH:29]=4)[CH2:24][CH2:23][CH2:22]3)(=[O:20])=[O:19])[CH:15]=[CH:16][CH:17]=2)[C:10](=[O:35])[C:9]2[C:4](=[CH:5][CH:6]=[CH:7][CH:8]=2)[NH:3]1, predict the reactants needed to synthesize it. The reactants are: [O:1]=[C:2]1[N:11]([C:12]2[CH:13]=[C:14]([S:18]([N:21]3[C:30]4[C:25](=[CH:26][C:27]([C:31]([O:33]C)=[O:32])=[CH:28][CH:29]=4)[CH2:24][CH2:23][CH2:22]3)(=[O:20])=[O:19])[CH:15]=[CH:16][CH:17]=2)[C:10](=[O:35])[C:9]2[C:4](=[CH:5][CH:6]=[CH:7][CH:8]=2)[NH:3]1.CO.C1COCC1.[OH-].[Na+]. (2) Given the product [C:1]([O:5][C:6](=[O:7])[NH:8][CH2:9][C:10]1([CH2:16][C:17](=[O:19])[NH2:22])[CH2:15][CH2:14][CH2:13][CH2:12][CH2:11]1)([CH3:4])([CH3:3])[CH3:2], predict the reactants needed to synthesize it. The reactants are: [C:1]([O:5][C:6]([NH:8][CH2:9][C:10]1([CH2:16][C:17]([OH:19])=O)[CH2:15][CH2:14][CH2:13][CH2:12][CH2:11]1)=[O:7])([CH3:4])([CH3:3])[CH3:2].C([N:22](CC)CC)C.C(=O)C(C)C. (3) Given the product [OH:13][C:10]1[CH:11]=[CH:12][C:7]2[CH2:6][CH2:5][CH2:4][N:3]([C:21]([O:23][C:24]([CH3:27])([CH3:26])[CH3:25])=[O:22])[CH2:2][C:8]=2[CH:9]=1, predict the reactants needed to synthesize it. The reactants are: Br.[CH2:2]1[C:8]2[CH:9]=[C:10]([OH:13])[CH:11]=[CH:12][C:7]=2[CH2:6][CH2:5][CH2:4][NH:3]1.C(N(CC)CC)C.[C:21](O[C:21]([O:23][C:24]([CH3:27])([CH3:26])[CH3:25])=[O:22])([O:23][C:24]([CH3:27])([CH3:26])[CH3:25])=[O:22].O.